This data is from Forward reaction prediction with 1.9M reactions from USPTO patents (1976-2016). The task is: Predict the product of the given reaction. (1) The product is: [F:19][CH:17]([F:18])[O:16][C:13]1[CH:12]=[CH:11][C:10]([C:9](=[O:20])[CH2:6][C:2]#[N:1])=[CH:15][CH:14]=1. Given the reactants [NH2:1][C:2]1[CH:6]=CNN=1.CO[C:9](=[O:20])[C:10]1[CH:15]=[CH:14][C:13]([O:16][CH:17]([F:19])[F:18])=[CH:12][CH:11]=1, predict the reaction product. (2) Given the reactants [C:1](=[O:22])(OC1C=CC([N+]([O-])=O)=CC=1)[O:2][CH2:3][CH2:4][N:5]1[CH2:10][CH2:9][N:8]([CH3:11])[CH2:7][CH2:6]1.CCN(CC)CC.Cl.Cl.[CH3:32][C:33]1[CH:38]=[CH:37][C:36]([N:39]2[CH2:44][CH2:43][NH:42][CH2:41][CH2:40]2)=[CH:35][CH:34]=1, predict the reaction product. The product is: [NH3:5].[CH3:32][C:33]1[CH:34]=[CH:35][C:36]([N:39]2[CH2:44][CH2:43][N:42]([C:1]([O:2][CH2:3][CH2:4][N:5]3[CH2:6][CH2:7][N:8]([CH3:11])[CH2:9][CH2:10]3)=[O:22])[CH2:41][CH2:40]2)=[CH:37][CH:38]=1.